From a dataset of Full USPTO retrosynthesis dataset with 1.9M reactions from patents (1976-2016). Predict the reactants needed to synthesize the given product. Given the product [F:1][C:2]1[C:11]2[O:10][CH2:9][CH:8]([N:12]([CH2:26][CH2:27][C:28]([C:30]3[C:34]4[CH:35]=[C:36]([F:39])[CH:37]=[CH:38][C:33]=4[S:32][CH:31]=3)=[O:29])[CH2:13][CH2:14][CH3:15])[CH2:7][C:6]=2[C:5]([C:16]([NH2:18])=[O:17])=[CH:4][CH:3]=1, predict the reactants needed to synthesize it. The reactants are: [F:1][C:2]1[C:11]2[O:10][CH2:9][CH:8]([NH:12][CH2:13][CH2:14][CH3:15])[CH2:7][C:6]=2[C:5]([C:16]([NH2:18])=[O:17])=[CH:4][CH:3]=1.C(=O)([O-])[O-].[K+].[K+].Cl[CH2:26][CH2:27][C:28]([C:30]1[C:34]2[CH:35]=[C:36]([F:39])[CH:37]=[CH:38][C:33]=2[S:32][CH:31]=1)=[O:29].